Task: Predict the product of the given reaction.. Dataset: Forward reaction prediction with 1.9M reactions from USPTO patents (1976-2016) Given the reactants [F:1][C:2]1[CH:7]=[C:6]([F:8])[CH:5]=[CH:4][C:3]=1[N:9]1[C:17](=[O:18])[C:16]2[C@@H:15]3[C:19]([CH3:21])([CH3:20])[C@@:12]([CH3:22])([CH2:13][CH2:14]3)[C:11]=2[NH:10]1.[F:23][C:24]([F:34])([F:33])[C:25]1[CH:32]=[CH:31][CH:30]=[CH:29][C:26]=1[CH2:27]Br.ClCCl, predict the reaction product. The product is: [F:1][C:2]1[CH:7]=[C:6]([F:8])[CH:5]=[CH:4][C:3]=1[N:9]1[C:17](=[O:18])[C:16]2[C@@H:15]3[C:19]([CH3:21])([CH3:20])[C@@:12]([CH3:22])([CH2:13][CH2:14]3)[C:11]=2[N:10]1[CH2:27][C:26]1[CH:29]=[CH:30][CH:31]=[CH:32][C:25]=1[C:24]([F:23])([F:33])[F:34].